Dataset: NCI-60 drug combinations with 297,098 pairs across 59 cell lines. Task: Regression. Given two drug SMILES strings and cell line genomic features, predict the synergy score measuring deviation from expected non-interaction effect. (1) Drug 1: CN(C)N=NC1=C(NC=N1)C(=O)N. Drug 2: CC1=C(C(CCC1)(C)C)C=CC(=CC=CC(=CC(=O)O)C)C. Cell line: SF-539. Synergy scores: CSS=17.6, Synergy_ZIP=-4.92, Synergy_Bliss=2.25, Synergy_Loewe=-2.47, Synergy_HSA=4.64. (2) Synergy scores: CSS=49.4, Synergy_ZIP=0.337, Synergy_Bliss=-0.332, Synergy_Loewe=-3.38, Synergy_HSA=1.09. Drug 2: B(C(CC(C)C)NC(=O)C(CC1=CC=CC=C1)NC(=O)C2=NC=CN=C2)(O)O. Cell line: K-562. Drug 1: C1CCC(C(C1)N)N.C(=O)(C(=O)[O-])[O-].[Pt+4]. (3) Drug 1: C(=O)(N)NO. Drug 2: C1=CC=C(C(=C1)C(C2=CC=C(C=C2)Cl)C(Cl)Cl)Cl. Cell line: 786-0. Synergy scores: CSS=-21.8, Synergy_ZIP=26.0, Synergy_Bliss=25.5, Synergy_Loewe=-2.53, Synergy_HSA=-3.00. (4) Drug 1: CN(C)C1=NC(=NC(=N1)N(C)C)N(C)C. Drug 2: CN(C(=O)NC(C=O)C(C(C(CO)O)O)O)N=O. Cell line: A498. Synergy scores: CSS=-5.31, Synergy_ZIP=2.02, Synergy_Bliss=0.954, Synergy_Loewe=-3.86, Synergy_HSA=-4.12. (5) Drug 1: CC1C(C(CC(O1)OC2CC(CC3=C2C(=C4C(=C3O)C(=O)C5=C(C4=O)C(=CC=C5)OC)O)(C(=O)CO)O)N)O.Cl. Drug 2: C(CC(=O)O)C(=O)CN.Cl. Cell line: MDA-MB-231. Synergy scores: CSS=4.46, Synergy_ZIP=-2.00, Synergy_Bliss=0.0538, Synergy_Loewe=0.324, Synergy_HSA=0.340. (6) Drug 1: CC1OCC2C(O1)C(C(C(O2)OC3C4COC(=O)C4C(C5=CC6=C(C=C35)OCO6)C7=CC(=C(C(=C7)OC)O)OC)O)O. Drug 2: CCC(=C(C1=CC=CC=C1)C2=CC=C(C=C2)OCCN(C)C)C3=CC=CC=C3.C(C(=O)O)C(CC(=O)O)(C(=O)O)O. Cell line: HS 578T. Synergy scores: CSS=21.7, Synergy_ZIP=-1.52, Synergy_Bliss=1.11, Synergy_Loewe=-8.80, Synergy_HSA=-0.495. (7) Synergy scores: CSS=74.4, Synergy_ZIP=1.83, Synergy_Bliss=1.62, Synergy_Loewe=7.54, Synergy_HSA=11.0. Drug 1: CCN(CC)CCNC(=O)C1=C(NC(=C1C)C=C2C3=C(C=CC(=C3)F)NC2=O)C. Drug 2: CC1=C(C(=CC=C1)Cl)NC(=O)C2=CN=C(S2)NC3=CC(=NC(=N3)C)N4CCN(CC4)CCO. Cell line: SK-OV-3.